Predict the reactants needed to synthesize the given product. From a dataset of Full USPTO retrosynthesis dataset with 1.9M reactions from patents (1976-2016). Given the product [C:1]([C:3]1[CH:4]=[C:5]([CH:32]=[CH:33][CH:34]=1)[C:6]([NH:8][C:9]1[CH:29]=[C:28]([F:30])[CH:27]=[C:11]([CH2:12][N:13]2[CH2:18][CH2:17][NH:16][C@@H:15]([CH3:26])[CH2:14]2)[C:10]=1[CH3:31])=[O:7])#[N:2], predict the reactants needed to synthesize it. The reactants are: [C:1]([C:3]1[CH:4]=[C:5]([CH:32]=[CH:33][CH:34]=1)[C:6]([NH:8][C:9]1[C:10]([CH3:31])=[C:11]([CH:27]=[C:28]([F:30])[CH:29]=1)[CH2:12][N:13]1[CH2:18][CH2:17][N:16](C(OC(C)(C)C)=O)[C@@H:15]([CH3:26])[CH2:14]1)=[O:7])#[N:2].C(O)(C(F)(F)F)=O.